Dataset: Forward reaction prediction with 1.9M reactions from USPTO patents (1976-2016). Task: Predict the product of the given reaction. Given the reactants [C:1]([C:4]1[CH:9]=[CH:8][CH:7]=[CH:6][N:5]=1)(=O)[CH3:2].[CH2:10]([N:12]1[C:16]2[CH:17]=[CH:18][CH:19]=[CH:20][C:15]=2[N:14]=[C:13]1[NH:21][NH2:22])[CH3:11], predict the reaction product. The product is: [CH2:10]([N:12]1[C:16]2[CH:17]=[CH:18][CH:19]=[CH:20][C:15]=2[N:14]=[C:13]1[NH:21][N:22]=[C:1]([C:4]1[CH:9]=[CH:8][CH:7]=[CH:6][N:5]=1)[CH3:2])[CH3:11].